From a dataset of Forward reaction prediction with 1.9M reactions from USPTO patents (1976-2016). Predict the product of the given reaction. (1) The product is: [N+:1]([C:4]1[CH:13]=[C:12]2[C:7]([CH2:8][C@@H:9]([C:21]([NH:22][C@H:23]3[C:32]4[C:27](=[CH:28][CH:29]=[CH:30][CH:31]=4)[CH2:26][CH2:25][CH2:24]3)=[O:33])[NH:10][CH2:11]2)=[CH:6][CH:5]=1)([O-:3])=[O:2]. Given the reactants [N+:1]([C:4]1[CH:13]=[C:12]2[C:7]([CH2:8][C@@H:9]([C:21](=[O:33])[NH:22][C@H:23]3[C:32]4[C:27](=[CH:28][CH:29]=[CH:30][CH:31]=4)[CH2:26][CH2:25][CH2:24]3)[N:10](C(OC(C)(C)C)=O)[CH2:11]2)=[CH:6][CH:5]=1)([O-:3])=[O:2].C(O)(C(F)(F)F)=O, predict the reaction product. (2) Given the reactants [Cl:1][C:2]1[CH:7]=[CH:6][C:5]([CH2:8][CH2:9][C:10]([N:12]2[C@H:16]([CH3:17])[C@H:15]([C:18]3[CH:23]=[CH:22][CH:21]=[CH:20][CH:19]=3)[O:14][C:13]2=[O:24])=[O:11])=[CH:4][CH:3]=1.C[Si]([N-][Si](C)(C)C)(C)C.[Na+].Br[CH2:36][CH:37]=[C:38]([CH3:40])[CH3:39], predict the reaction product. The product is: [Cl:1][C:2]1[CH:3]=[CH:4][C:5]([CH2:8][C@H:9]([CH2:36][CH:37]=[C:38]([CH3:40])[CH3:39])[C:10]([N:12]2[C@H:16]([CH3:17])[C@H:15]([C:18]3[CH:19]=[CH:20][CH:21]=[CH:22][CH:23]=3)[O:14][C:13]2=[O:24])=[O:11])=[CH:6][CH:7]=1. (3) The product is: [NH2:18][C:15]1[C:16]2[N:17]=[C:8]([C:6]3[CH:5]=[CH:4][NH:3][C:2](=[O:20])[CH:7]=3)[CH:9]=[CH:10][C:11]=2[N:12]=[CH:13][N:14]=1. Given the reactants F[C:2]1[CH:7]=[C:6]([C:8]2[CH:9]=[CH:10][C:11]3[N:12]=[CH:13][N:14]=[C:15]([NH2:18])[C:16]=3[N:17]=2)[CH:5]=[CH:4][N:3]=1.Cl.[OH-:20].[Na+], predict the reaction product. (4) Given the reactants [F:1][CH:2]([F:36])[C:3]1[CH:8]=[CH:7][C:6]([C:9]2[S:13][C:12]3[CH:14]=[C:15]([O:18]C)[CH:16]=[CH:17][C:11]=3[C:10]=2[O:20][C:21]2[CH:26]=[CH:25][C:24](/[CH:27]=[CH:28]/[C:29]([O:31][C:32]([CH3:35])([CH3:34])[CH3:33])=[O:30])=[CH:23][CH:22]=2)=[CH:5][CH:4]=1.C1(S)C=CC=CC=1.C([O-])([O-])=O.[K+].[K+], predict the reaction product. The product is: [F:36][CH:2]([F:1])[C:3]1[CH:4]=[CH:5][C:6]([C:9]2[S:13][C:12]3[CH:14]=[C:15]([OH:18])[CH:16]=[CH:17][C:11]=3[C:10]=2[O:20][C:21]2[CH:26]=[CH:25][C:24](/[CH:27]=[CH:28]/[C:29]([O:31][C:32]([CH3:34])([CH3:33])[CH3:35])=[O:30])=[CH:23][CH:22]=2)=[CH:7][CH:8]=1.